Predict the reactants needed to synthesize the given product. From a dataset of Full USPTO retrosynthesis dataset with 1.9M reactions from patents (1976-2016). (1) Given the product [C:1]([O:5][C:6]([N:8]([CH2:36][C@@H:37]([C:39]1[CH:44]=[CH:43][CH:42]=[C:41]([Cl:45])[CH:40]=1)[OH:38])[CH2:9][CH2:10][C:11]1[CH:12]=[CH:13][C:14]([S:17]([C:20]2[CH:25]=[CH:24][C:23]([C:26]3[CH:31]=[CH:30][CH:29]=[C:28]([C:32]([OH:34])=[O:33])[CH:27]=3)=[CH:22][CH:21]=2)(=[O:19])=[O:18])=[CH:15][CH:16]=1)=[O:7])([CH3:4])([CH3:2])[CH3:3], predict the reactants needed to synthesize it. The reactants are: [C:1]([O:5][C:6]([N:8]([CH2:36][C@@H:37]([C:39]1[CH:44]=[CH:43][CH:42]=[C:41]([Cl:45])[CH:40]=1)[OH:38])[CH2:9][CH2:10][C:11]1[CH:16]=[CH:15][C:14]([S:17]([C:20]2[CH:25]=[CH:24][C:23]([C:26]3[CH:31]=[CH:30][CH:29]=[C:28]([C:32]([O:34]C)=[O:33])[CH:27]=3)=[CH:22][CH:21]=2)(=[O:19])=[O:18])=[CH:13][CH:12]=1)=[O:7])([CH3:4])([CH3:3])[CH3:2].[OH-].[Na+].Cl. (2) Given the product [Cl:14][C:11]1[C:12]([CH3:13])=[C:7]([CH:5]2[CH2:4][N:3]([CH3:30])[CH2:6]2)[C:8]([O:28][CH3:29])=[C:9]([CH:15]([N:17]2[C:21]3=[N:22][CH:23]=[N:24][C:25]([NH2:26])=[C:20]3[C:19]([CH3:27])=[N:18]2)[CH3:16])[CH:10]=1, predict the reactants needed to synthesize it. The reactants are: Cl.Cl.[NH:3]1[CH2:6][CH:5]([C:7]2[C:8]([O:28][CH3:29])=[C:9]([CH:15]([N:17]3[C:21]4=[N:22][CH:23]=[N:24][C:25]([NH2:26])=[C:20]4[C:19]([CH3:27])=[N:18]3)[CH3:16])[CH:10]=[C:11]([Cl:14])[C:12]=2[CH3:13])[CH2:4]1.[CH2:30]=O. (3) Given the product [C:29]1([S:28]([C:24]2[CH:23]=[N:22][N:21]([CH:7]([CH2:6][CH:1]3[CH2:5][CH2:4][CH2:3][CH2:2]3)[C:8]([NH:10][C:11]3[CH:15]=[CH:14][N:13]([CH2:16][C:17]([OH:20])([CH3:19])[CH3:18])[N:12]=3)=[O:9])[C:26](=[O:27])[CH:25]=2)=[O:43])[CH:30]=[CH:31][CH:32]=[CH:33][CH:34]=1, predict the reactants needed to synthesize it. The reactants are: [CH:1]1([CH2:6][CH:7]([N:21]2[C:26](=[O:27])[CH:25]=[C:24]([S:28][C:29]3[CH:34]=[CH:33][CH:32]=[CH:31][CH:30]=3)[CH:23]=[N:22]2)[C:8]([NH:10][C:11]2[CH:15]=[CH:14][N:13]([CH2:16][C:17]([OH:20])([CH3:19])[CH3:18])[N:12]=2)=[O:9])[CH2:5][CH2:4][CH2:3][CH2:2]1.ClC1C=CC=C(C(OO)=[O:43])C=1. (4) Given the product [CH:11]1([N:17]([C@H:35]2[CH2:36][CH2:37][C@H:38]([CH3:41])[CH2:39][CH2:40]2)[C:18](=[O:34])[NH:19][C:20]2[S:21][C:22]([S:25]([N:28]([CH3:29])[CH2:30][C:31]([N:56]([CH2:57][CH3:58])[CH2:53][CH3:54])=[O:32])(=[O:27])=[O:26])=[CH:23][N:24]=2)[CH2:16][CH2:15][CH2:14][CH2:13][CH2:12]1, predict the reactants needed to synthesize it. The reactants are: C1C=CC2N(O)N=NC=2C=1.[CH:11]1([N:17]([C@H:35]2[CH2:40][CH2:39][C@H:38]([CH3:41])[CH2:37][CH2:36]2)[C:18](=[O:34])[NH:19][C:20]2[S:21][C:22]([S:25]([N:28]([CH2:30][C:31](O)=[O:32])[CH3:29])(=[O:27])=[O:26])=[CH:23][N:24]=2)[CH2:16][CH2:15][CH2:14][CH2:13][CH2:12]1.CCN=C=NCCCN(C)C.[CH:53]([N:56](C(C)C)[CH2:57][CH3:58])(C)[CH3:54].C(NCC)C. (5) Given the product [N:3]1([C:1]([N:36]2[CH2:35][CH2:34][N:33]([C:19]3[N:18]=[C:17]([N:16]([CH2:13][CH:14]=[CH2:15])[CH:39]4[CH2:40][CH2:41][CH2:42][CH2:43][CH2:44]4)[N:22]=[C:21]([N:23]([CH2:30][CH:31]=[CH2:32])[CH:24]4[CH2:25][CH2:26][CH2:27][CH2:28][CH2:29]4)[N:20]=3)[CH2:38][CH2:37]2)=[O:2])[CH:7]=[CH:6][N:5]=[CH:4]1, predict the reactants needed to synthesize it. The reactants are: [C:1](N1C=CN=C1)([N:3]1[CH:7]=[CH:6][N:5]=[CH:4]1)=[O:2].[CH2:13]([N:16]([CH:39]1[CH2:44][CH2:43][CH2:42][CH2:41][CH2:40]1)[C:17]1[N:22]=[C:21]([N:23]([CH2:30][CH:31]=[CH2:32])[CH:24]2[CH2:29][CH2:28][CH2:27][CH2:26][CH2:25]2)[N:20]=[C:19]([N:33]2[CH2:38][CH2:37][NH:36][CH2:35][CH2:34]2)[N:18]=1)[CH:14]=[CH2:15].C1CCN2C(=NCCC2)CC1.C(OCC)(=O)C. (6) Given the product [N+:1]([C:4]1[CH:9]=[CH:8][C:7]([O:10][C:11]2[CH:16]=[CH:15][CH:14]=[CH:13][CH:12]=2)=[CH:6][C:5]=1[CH:17]=[O:19])([O-:3])=[O:2], predict the reactants needed to synthesize it. The reactants are: [N+:1]([C:4]1[CH:9]=[CH:8][C:7]([O:10][C:11]2[CH:16]=[CH:15][CH:14]=[CH:13][CH:12]=2)=[CH:6][C:5]=1[CH3:17])([O-:3])=[O:2].C[O:19]C(OC)N(C)C. (7) The reactants are: [F:1][C:2]1[CH:7]=[CH:6][C:5]([CH:8]([OH:28])[CH:9]([CH2:13][C:14]2[CH:27]=[CH:26][C:17]3[O:18][C:19]([F:25])([F:24])[C:20]([F:23])([F:22])[O:21][C:16]=3[CH:15]=2)C(O)=O)=[CH:4][CH:3]=1.C1(P(N=[N+]=[N-])(C2C=CC=CC=2)=[O:36])C=CC=CC=1.C([N:48]([CH2:51]C)CC)C. Given the product [F:1][C:2]1[CH:3]=[CH:4][C:5]([CH:8]2[O:28][C:51](=[O:36])[NH:48][CH:9]2[CH2:13][C:14]2[CH:27]=[CH:26][C:17]3[O:18][C:19]([F:24])([F:25])[C:20]([F:23])([F:22])[O:21][C:16]=3[CH:15]=2)=[CH:6][CH:7]=1, predict the reactants needed to synthesize it.